From a dataset of Forward reaction prediction with 1.9M reactions from USPTO patents (1976-2016). Predict the product of the given reaction. (1) Given the reactants Cl[C:2]1[C:7]([NH2:8])=[C:6]([Cl:9])[N:5]=[C:4]([NH2:10])[N:3]=1.[NH2:11][CH2:12][C:13]1[C:18]([CH3:19])=[C:17]([Br:20])[C:16]([CH3:21])=[CH:15][N:14]=1, predict the reaction product. The product is: [Br:20][C:17]1[C:16]([CH3:21])=[CH:15][N:14]=[C:13]([CH2:12][NH:11][C:2]2[C:7]([NH2:8])=[C:6]([Cl:9])[N:5]=[C:4]([NH2:10])[N:3]=2)[C:18]=1[CH3:19]. (2) Given the reactants FC(F)(F)S([O:6][S:7]([C:10]([F:13])([F:12])[F:11])(=[O:9])=[O:8])(=O)=O.[CH3:16][N:17]([CH3:42])[C@@H:18]1[CH2:22][CH2:21][N:20]([C:23]2[CH:28]=[CH:27][C:26]([N:29]3[CH2:38][CH2:37][C:36]4[C:31](=[CH:32][CH:33]=[C:34](O)[CH:35]=4)[C:30]3=[O:40])=[CH:25][C:24]=2[F:41])[CH2:19]1.N1C=CC=CC=1, predict the reaction product. The product is: [CH3:16][N:17]([CH3:42])[C@@H:18]1[CH2:22][CH2:21][N:20]([C:23]2[CH:28]=[CH:27][C:26]([N:29]3[CH2:38][CH2:37][C:36]4[C:31](=[CH:32][CH:33]=[C:34]([O:6][S:7]([C:10]([F:11])([F:12])[F:13])(=[O:8])=[O:9])[CH:35]=4)[C:30]3=[O:40])=[CH:25][C:24]=2[F:41])[CH2:19]1.